This data is from Catalyst prediction with 721,799 reactions and 888 catalyst types from USPTO. The task is: Predict which catalyst facilitates the given reaction. Reactant: [N+:1]([C:4]1[CH:9]=[CH:8][C:7]([CH2:10][C:11]([OH:13])=O)=[CH:6][CH:5]=1)([O-:3])=[O:2].O.OC1C2N=NNC=2C=CC=1.Cl.[CH2:26]([O:28][C:29](=[O:49])[CH:30]([NH:42][C:43]([O:45][CH2:46][CH:47]=[CH2:48])=[O:44])[CH2:31][C:32]1[O:36][N:35]=[C:34]([CH:37]2[CH2:41][CH2:40][CH2:39][NH:38]2)[CH:33]=1)[CH3:27].C(N(CC)CC)C. Product: [CH2:26]([O:28][C:29](=[O:49])[CH:30]([NH:42][C:43]([O:45][CH2:46][CH:47]=[CH2:48])=[O:44])[CH2:31][C:32]1[O:36][N:35]=[C:34]([CH:37]2[CH2:41][CH2:40][CH2:39][N:38]2[C:11](=[O:13])[CH2:10][C:7]2[CH:6]=[CH:5][C:4]([N+:1]([O-:3])=[O:2])=[CH:9][CH:8]=2)[CH:33]=1)[CH3:27]. The catalyst class is: 35.